Task: Regression. Given a peptide amino acid sequence and an MHC pseudo amino acid sequence, predict their binding affinity value. This is MHC class I binding data.. Dataset: Peptide-MHC class I binding affinity with 185,985 pairs from IEDB/IMGT (1) The binding affinity (normalized) is 0.492. The peptide sequence is KLGDQFGRK. The MHC is HLA-A03:01 with pseudo-sequence HLA-A03:01. (2) The MHC is HLA-A02:06 with pseudo-sequence HLA-A02:06. The peptide sequence is AVNAATYNR. The binding affinity (normalized) is 0.0847. (3) The peptide sequence is YGAVVPLVY. The MHC is HLA-A29:02 with pseudo-sequence HLA-A29:02. The binding affinity (normalized) is 0.718. (4) The peptide sequence is TINVNSLAL. The MHC is HLA-A68:02 with pseudo-sequence HLA-A68:02. The binding affinity (normalized) is 0.322. (5) The peptide sequence is FQTKGLGISY. The MHC is HLA-B53:01 with pseudo-sequence HLA-B53:01. The binding affinity (normalized) is 0.0264.